Task: Predict the product of the given reaction.. Dataset: Forward reaction prediction with 1.9M reactions from USPTO patents (1976-2016) (1) The product is: [OH:26][C@@H:25]([C:7]1[N:8]=[C:9]([C:11]2[CH:12]=[CH:13][C:14]([O:17][C:18]3[CH:19]=[CH:20][C:21]([F:24])=[CH:22][CH:23]=3)=[CH:15][CH:16]=2)[N:45]=[C:44]([C:46]([OH:48])=[O:47])[CH:43]=1)[CH2:54][OH:57]. Given the reactants O[C@@H](C1C=[C:9]([C:11]2[CH:16]=[CH:15][C:14]([O:17][C:18]3[CH:23]=[CH:22][C:21]([F:24])=[CH:20][CH:19]=3)=[CH:13][CH:12]=2)[N:8]=[C:7]([C:25](N)=[O:26])N=1)CO.FC1C=CC(OC2C=CC(C3[N:45]=[C:44]([C:46]([O:48]C)=[O:47])[CH:43]=C(C=C)N=3)=CC=2)=CC=1.[CH:54]([OH:57])(C)C, predict the reaction product. (2) Given the reactants [Cl:1][C:2]1[CH:26]=[CH:25][C:5]([C:6]([NH:8][CH:9]([CH2:13][C:14]2[C:23]3[C:18](=[CH:19][CH:20]=[CH:21][CH:22]=3)[NH:17][C:16](=[O:24])[CH:15]=2)[C:10]([OH:12])=O)=[O:7])=[CH:4][CH:3]=1.[NH2:27][CH2:28][CH2:29][N:30]1[CH2:34][CH2:33][CH2:32][CH2:31]1, predict the reaction product. The product is: [Cl:1][C:2]1[CH:3]=[CH:4][C:5]([C:6]([NH:8][CH:9]([C:10](=[O:12])[NH:27][CH2:28][CH2:29][N:30]2[CH2:34][CH2:33][CH2:32][CH2:31]2)[CH2:13][C:14]2[C:23]3[C:18](=[CH:19][CH:20]=[CH:21][CH:22]=3)[NH:17][C:16](=[O:24])[CH:15]=2)=[O:7])=[CH:25][CH:26]=1.